From a dataset of hERG Central: cardiac toxicity at 1µM, 10µM, and general inhibition. Predict hERG channel inhibition at various concentrations. The molecule is C=C1CCN([C@@H](CC(C)C)C(=O)N2CCCC2)S(=O)(=O)c2ccccc21. Results: hERG_inhib (hERG inhibition (general)): blocker.